Dataset: Reaction yield outcomes from USPTO patents with 853,638 reactions. Task: Predict the reaction yield, written as a fraction of the theoretical maximum amount of product (1.0 means a 100% yield; for example, 0.34 means a 34% yield). (1) The reactants are [CH2:1]([C:5]1[N:6]=[C:7]([CH3:27])[NH:8][C:9](=[O:26])[C:10]=1[CH2:11][C:12]1[CH:17]=[CH:16][C:15]([C:18]2[C:19]([C:24]#[N:25])=[CH:20][CH:21]=[CH:22][CH:23]=2)=[CH:14][CH:13]=1)[CH2:2][CH2:3][CH3:4].[H-].[Na+].Br[CH2:31][C:32]1[C:37]([Cl:38])=[CH:36][CH:35]=[CH:34][C:33]=1[Cl:39].[Cl-].O[NH3+:42].[C:43](=[O:46])([O-])[OH:44].[Na+]. The catalyst is C(OCC)(=O)C.CS(C)=O.CN(C)C=O. The product is [CH2:1]([C:5]1[N:6]=[C:7]([CH3:27])[N:8]([CH2:31][C:32]2[C:37]([Cl:38])=[CH:36][CH:35]=[CH:34][C:33]=2[Cl:39])[C:9](=[O:26])[C:10]=1[CH2:11][C:12]1[CH:17]=[CH:16][C:15]([C:18]2[CH:23]=[CH:22][CH:21]=[CH:20][C:19]=2[C:24]2[NH:42][C:43](=[O:46])[O:44][N:25]=2)=[CH:14][CH:13]=1)[CH2:2][CH2:3][CH3:4]. The yield is 0.0300. (2) The reactants are [OH:1][C:2]1[CH:7]=[CH:6][C:5]([C@H:8]2[CH2:10][C@@H:9]2[C:11]([NH:13][C@@H:14]([C:16]2[CH:21]=[CH:20][C:19]([O:22][CH2:23][C:24]([F:27])([F:26])[F:25])=[CH:18][N:17]=2)[CH3:15])=[O:12])=[CH:4][CH:3]=1.Br.Br[CH2:30][C:31]1[CH:36]=[CH:35][CH:34]=[CH:33][N:32]=1.C(=O)([O-])[O-].[K+].[K+].O. The catalyst is CN(C=O)C. The product is [N:32]1[CH:33]=[CH:34][CH:35]=[CH:36][C:31]=1[CH2:30][O:1][C:2]1[CH:3]=[CH:4][C:5]([C@H:8]2[CH2:10][C@@H:9]2[C:11]([NH:13][C@@H:14]([C:16]2[CH:21]=[CH:20][C:19]([O:22][CH2:23][C:24]([F:27])([F:25])[F:26])=[CH:18][N:17]=2)[CH3:15])=[O:12])=[CH:6][CH:7]=1. The yield is 0.270. (3) The reactants are [Cl:1][C:2]1[CH:7]=[CH:6][C:5]([C:8]2[S:12][C:11]([C:13](=[O:16])[CH2:14][CH3:15])=[C:10]([C:17]3[CH:22]=[CH:21][C:20]([S:23]([NH2:26])(=[O:25])=[O:24])=[CH:19][CH:18]=3)[C:9]=2[CH3:27])=[CH:4][CH:3]=1.[C:28]([O-])([O-])=O.[K+].[K+].CI. The catalyst is C(#N)C. The product is [Cl:1][C:2]1[CH:7]=[CH:6][C:5]([C:8]2[S:12][C:11]([C:13](=[O:16])[CH2:14][CH3:15])=[C:10]([C:17]3[CH:22]=[CH:21][C:20]([S:23]([NH:26][CH3:28])(=[O:24])=[O:25])=[CH:19][CH:18]=3)[C:9]=2[CH3:27])=[CH:4][CH:3]=1. The yield is 0.0870.